This data is from Forward reaction prediction with 1.9M reactions from USPTO patents (1976-2016). The task is: Predict the product of the given reaction. (1) Given the reactants [CH3:1][C:2]1[N:7]=[C:6]([NH:8][S:9]([C:12]2(O)[CH:17]=[CH:16][C:15]([C:18]3[CH:23]=[CH:22][CH:21]=[CH:20][CH:19]=3)=[CH:14][CH2:13]2)(=[O:11])=[O:10])[CH:5]=[CH:4][CH:3]=1.C1(P(C2C=CC=CC=2)C2C=CC=CC=2)C=CC=CC=1.CCOC(/N=N/C([O:53][CH2:54][CH3:55])=O)=O.CCOCC.[NH2:61]N, predict the reaction product. The product is: [CH3:1][C:2]1[N:7]=[C:6]([NH:8][S:9]([C:12]2[CH:17]=[CH:16][C:15]([C:18]3[CH:23]=[CH:22][C:21]([O:53][CH2:54][CH2:55][NH2:61])=[CH:20][CH:19]=3)=[CH:14][CH:13]=2)(=[O:11])=[O:10])[CH:5]=[CH:4][CH:3]=1. (2) The product is: [CH:12]([CH:13]1[CH2:18][N:17]([C:19]([O:21][C:22]([CH3:25])([CH3:23])[CH3:24])=[O:20])[CH2:16][CH2:15][N:14]1[C:26]([O:28][CH2:29][C:30]1[CH:35]=[CH:34][CH:33]=[CH:32][CH:31]=1)=[O:27])=[O:11]. Given the reactants N1C=CC=CC=1.CS(C)=O.[OH:11][CH2:12][CH:13]1[CH2:18][N:17]([C:19]([O:21][C:22]([CH3:25])([CH3:24])[CH3:23])=[O:20])[CH2:16][CH2:15][N:14]1[C:26]([O:28][CH2:29][C:30]1[CH:35]=[CH:34][CH:33]=[CH:32][CH:31]=1)=[O:27].CCN(C(C)C)C(C)C, predict the reaction product. (3) Given the reactants [CH2:1]([O:3][C:4]1[CH:5]=[C:6]([N:10]2[CH2:14][C:13]3([CH2:19][CH2:18][CH2:17][CH:16]([C:20]([O:22][CH3:23])=[O:21])[CH2:15]3)[O:12][C:11]2=[O:24])[CH:7]=[CH:8][CH:9]=1)[CH3:2].IC.[CH3:27]OC1C=CC(CN2CC3(CCCC(COCC4C=CC=CC=4)(C(OC)=O)C3)OC2=O)=CC=1, predict the reaction product. The product is: [CH2:1]([O:3][C:4]1[CH:5]=[C:6]([N:10]2[CH2:14][C:13]3([CH2:19][CH2:18][CH2:17][C:16]([CH3:27])([C:20]([O:22][CH3:23])=[O:21])[CH2:15]3)[O:12][C:11]2=[O:24])[CH:7]=[CH:8][CH:9]=1)[CH3:2]. (4) Given the reactants [NH2:1][C:2]([C@@H:4]1[CH2:8][C@H:7]([F:9])[CH2:6][N:5]1C(OC(C)(C)C)=O)=[O:3].[ClH:17], predict the reaction product. The product is: [ClH:17].[F:9][C@@H:7]1[CH2:6][NH:5][C@H:4]([C:2]([NH2:1])=[O:3])[CH2:8]1. (5) Given the reactants [C:1]([C:3]1[C:8]([C:9]2[CH:14]=[CH:13][CH:12]=[CH:11][CH:10]=2)=[CH:7][N:6]=[C:5]([N:15]2[CH:19]=[C:18]([C:20]([O:22]CC)=[O:21])[CH:17]=[N:16]2)[CH:4]=1)#[N:2], predict the reaction product. The product is: [C:1]([C:3]1[C:8]([C:9]2[CH:10]=[CH:11][CH:12]=[CH:13][CH:14]=2)=[CH:7][N:6]=[C:5]([N:15]2[CH:19]=[C:18]([C:20]([OH:22])=[O:21])[CH:17]=[N:16]2)[CH:4]=1)#[N:2]. (6) The product is: [N+:1]([C:4]1[S:8][CH:7]=[C:6]([C:9]([Cl:15])=[O:11])[CH:5]=1)([O-:3])=[O:2]. Given the reactants [N+:1]([C:4]1[S:8][CH:7]=[C:6]([C:9]([OH:11])=O)[CH:5]=1)([O-:3])=[O:2].C(Cl)(=O)C([Cl:15])=O, predict the reaction product. (7) Given the reactants [N:1]1[CH:6]=[CH:5][CH:4]=[C:3]([NH2:7])[C:2]=1[NH2:8].O[CH2:10][CH:11]([CH2:13]O)O.[N+](C1C=C(S([O-])(=O)=O)C=CC=1)([O-])=O.[Na+].S(=O)(=O)(O)O.[OH-].[Na+], predict the reaction product. The product is: [N:7]1[C:3]2[C:4](=[CH:5][CH:6]=[N:1][C:2]=2[NH2:8])[CH:13]=[CH:11][CH:10]=1.